Dataset: Kir2.1 potassium channel HTS with 301,493 compounds. Task: Binary Classification. Given a drug SMILES string, predict its activity (active/inactive) in a high-throughput screening assay against a specified biological target. (1) The result is 0 (inactive). The compound is S(c1c(OC)cc(C(C(C)C)CNC)c(O)c1)CCCCC. (2) The drug is O=C1CC(CC=2Nc3n(c(=O)n(c(=O)c3C(C12)c1cc(OC)c(OC)cc1)C)C)(C)C. The result is 0 (inactive).